This data is from Full USPTO retrosynthesis dataset with 1.9M reactions from patents (1976-2016). The task is: Predict the reactants needed to synthesize the given product. (1) Given the product [C:18]1([C@@H:16]([N:15]2[CH2:14][CH2:13][C:8]3([O:12][CH2:11][CH2:10][O:9]3)[CH2:7][C@@H:6]2[CH2:4][OH:3])[CH3:17])[CH:23]=[CH:22][CH:21]=[CH:20][CH:19]=1, predict the reactants needed to synthesize it. The reactants are: C([O:3][C:4]([C@@H:6]1[N:15]([C@H:16]([C:18]2[CH:23]=[CH:22][CH:21]=[CH:20][CH:19]=2)[CH3:17])[CH2:14][CH2:13][C:8]2([O:12][CH2:11][CH2:10][O:9]2)[CH2:7]1)=O)C.[H-].[H-].[H-].[H-].[Li+].[Al+3]. (2) Given the product [C:15]([CH:16]1[CH2:17][O:18][CH:1]([C:3]2[O:7][N:6]=[C:5]([C:8]([O:10][CH2:11][CH3:12])=[O:9])[C:4]=2[CH3:13])[O:2]1)([CH3:21])([CH3:20])[CH3:14], predict the reactants needed to synthesize it. The reactants are: [CH:1]([C:3]1[O:7][N:6]=[C:5]([C:8]([O:10][CH2:11][CH3:12])=[O:9])[C:4]=1[CH3:13])=[O:2].[CH3:14][C:15]([CH3:21])([CH3:20])[CH:16](O)[CH2:17][OH:18]. (3) The reactants are: [Cl:1][C:2]1[CH:7]=[C:6]([N:8]=[C:9]=[O:10])[CH:5]=[CH:4][C:3]=1[F:11].[NH:12]([C:14](=[O:21])[CH2:15][C:16]([O:18][CH2:19][CH3:20])=[O:17])[NH2:13]. Given the product [Cl:1][C:2]1[CH:7]=[C:6]([NH:8][C:9]([NH:13][NH:12][C:14](=[O:21])[CH2:15][C:16]([O:18][CH2:19][CH3:20])=[O:17])=[O:10])[CH:5]=[CH:4][C:3]=1[F:11], predict the reactants needed to synthesize it. (4) Given the product [NH2:1][C:2]1[C:12]([Br:13])=[C:11]([CH2:14][N:32]2[CH2:33][CH2:34][CH2:35][C@H:30]([N:22]([CH2:20][CH3:21])[C:23]([O:24][C:25]([CH3:27])([CH3:26])[CH3:28])=[O:29])[CH2:31]2)[C:10]([C:16]([F:19])([F:18])[F:17])=[CH:9][C:3]=1[C:4]([O:6][CH2:7][CH3:8])=[O:5], predict the reactants needed to synthesize it. The reactants are: [NH2:1][C:2]1[C:12]([Br:13])=[C:11]([CH:14]=O)[C:10]([C:16]([F:19])([F:18])[F:17])=[CH:9][C:3]=1[C:4]([O:6][CH2:7][CH3:8])=[O:5].[CH2:20]([N:22]([C@H:30]1[CH2:35][CH2:34][CH2:33][NH:32][CH2:31]1)[C:23](=[O:29])[O:24][C:25]([CH3:28])([CH3:27])[CH3:26])[CH3:21]. (5) Given the product [NH2:1][C:2]1[NH:3][C:4](=[O:27])[C:5]2[S:10][C:9](=[O:11])[N:8]([C@H:12]3[C:16](=[O:17])[CH2:15][C@@H:14]([CH2:18][O:19][Si:20]([C:23]([CH3:25])([CH3:24])[CH3:26])([CH3:22])[CH3:21])[O:13]3)[C:6]=2[N:7]=1, predict the reactants needed to synthesize it. The reactants are: [NH2:1][C:2]1[NH:3][C:4](=[O:27])[C:5]2[S:10][C:9](=[O:11])[N:8]([C@H:12]3[C@H:16]([OH:17])[CH2:15][C@@H:14]([CH2:18][O:19][Si:20]([C:23]([CH3:26])([CH3:25])[CH3:24])([CH3:22])[CH3:21])[O:13]3)[C:6]=2[N:7]=1.CC(OI1(OC(C)=O)(OC(C)=O)OC(=O)C2C=CC=CC1=2)=O. (6) The reactants are: [CH2:1]([O:8][CH2:9][C@H:10]1[CH2:15][CH2:14][C@H:13]2[C@H:16]3[C@H:26]([CH2:27][CH2:28][C@:11]12[CH3:12])[C@:24]1([CH3:25])[C@H:19]([CH2:20][C@@H:21]([OH:29])[CH2:22][CH2:23]1)[C@H:18]([O:30][CH3:31])[CH2:17]3)[C:2]1[CH:7]=[CH:6][CH:5]=[CH:4][CH:3]=1.CC(C)=O.OS(O)(=O)=O.O=[Cr](=O)=O. Given the product [CH2:1]([O:8][CH2:9][C@H:10]1[CH2:15][CH2:14][C@H:13]2[C@H:16]3[C@H:26]([CH2:27][CH2:28][C@:11]12[CH3:12])[C@:24]1([CH3:25])[C@H:19]([CH2:20][C:21](=[O:29])[CH2:22][CH2:23]1)[C@H:18]([O:30][CH3:31])[CH2:17]3)[C:2]1[CH:3]=[CH:4][CH:5]=[CH:6][CH:7]=1, predict the reactants needed to synthesize it. (7) Given the product [CH:13]1([C:11]2[NH:24][C:17]3[C:16]([C:10]=2[CH2:9][C:7]2[N:8]=[C:3]([C:1]#[N:2])[CH:4]=[CH:5][CH:6]=2)=[CH:21][CH:20]=[C:19]([O:22][CH3:23])[CH:18]=3)[CH2:15][CH2:14]1, predict the reactants needed to synthesize it. The reactants are: [C:1]([C:3]1[N:8]=[C:7]([CH2:9][CH:10]([C:16]2[CH:21]=[CH:20][C:19]([O:22][CH3:23])=[CH:18][C:17]=2[NH:24]C(=O)OC(C)(C)C)[C:11]([CH:13]2[CH2:15][CH2:14]2)=O)[CH:6]=[CH:5][CH:4]=1)#[N:2].FC(F)(F)C(O)=O. (8) The reactants are: [NH2:1][C:2]1[C:3]([NH:19][CH3:20])=[C:4]([CH:9]=[C:10]([C:12]2[C:13]([CH3:18])=[N:14][O:15][C:16]=2[CH3:17])[CH:11]=1)[C:5]([O:7][CH3:8])=[O:6].Cl.[CH:22]1(C(=N)OCC)[CH2:24][CH2:23]1.[C:30]1(C)C=CC=CC=1. Given the product [CH:22]1([C:20]2[N:19]([CH3:30])[C:3]3[C:4]([C:5]([O:7][CH3:8])=[O:6])=[CH:9][C:10]([C:12]4[C:13]([CH3:18])=[N:14][O:15][C:16]=4[CH3:17])=[CH:11][C:2]=3[N:1]=2)[CH2:24][CH2:23]1, predict the reactants needed to synthesize it. (9) Given the product [C:6]([CH2:8][C:9]([N:14]([CH:15]1[CH2:16][CH2:17]1)[CH2:18][C:20]1[CH:34]=[CH:35][CH:36]=[C:31]([CH3:32])[C:48]=1[CH3:49])=[O:11])#[N:7], predict the reactants needed to synthesize it. The reactants are: CN(C=O)C.[C:6]([CH2:8][C:9]([OH:11])=O)#[N:7].CC[N:14]([CH:18]([CH3:20])C)[CH:15]([CH3:17])[CH3:16].F[P-](F)(F)(F)(F)F.N1(OC(N(C)C)=[N+](C)C)[C:32]2N=[CH:34][CH:35]=[CH:36][C:31]=2N=N1.CCO[CH2:48][CH3:49]. (10) Given the product [C:1]1([C:7]2[CH:16]=[CH:15][C:14]3[C:9](=[CH:10][C:11]([O:17][S:24]([C:27]([F:30])([F:29])[F:28])(=[O:26])=[O:25])=[CH:12][CH:13]=3)[N:8]=2)[CH:2]=[CH:3][CH:4]=[CH:5][CH:6]=1, predict the reactants needed to synthesize it. The reactants are: [C:1]1([C:7]2[CH:16]=[CH:15][C:14]3[C:9](=[CH:10][C:11]([OH:17])=[CH:12][CH:13]=3)[N:8]=2)[CH:6]=[CH:5][CH:4]=[CH:3][CH:2]=1.N1C=CC=CC=1.[S:24](O[S:24]([C:27]([F:30])([F:29])[F:28])(=[O:26])=[O:25])([C:27]([F:30])([F:29])[F:28])(=[O:26])=[O:25].O.